Dataset: Forward reaction prediction with 1.9M reactions from USPTO patents (1976-2016). Task: Predict the product of the given reaction. (1) Given the reactants [CH2:1]([C:3]([C:22]1[CH:27]=[CH:26][C:25]([C:28]#[C:29][C:30]([C:36]([F:39])([F:38])[F:37])([OH:35])[C:31]([F:34])([F:33])[F:32])=[C:24]([CH3:40])[CH:23]=1)([C:6]1[CH:11]=[CH:10][C:9]([B:12]2[O:16][C:15]([CH3:18])([CH3:17])[C:14]([CH3:20])([CH3:19])[O:13]2)=[C:8]([CH3:21])[CH:7]=1)[CH2:4][CH3:5])[CH3:2].[H][H], predict the reaction product. The product is: [CH2:1]([C:3]([C:22]1[CH:27]=[CH:26][C:25]([CH2:28][CH2:29][C:30]([C:31]([F:34])([F:32])[F:33])([OH:35])[C:36]([F:38])([F:37])[F:39])=[C:24]([CH3:40])[CH:23]=1)([C:6]1[CH:11]=[CH:10][C:9]([B:12]2[O:16][C:15]([CH3:17])([CH3:18])[C:14]([CH3:19])([CH3:20])[O:13]2)=[C:8]([CH3:21])[CH:7]=1)[CH2:4][CH3:5])[CH3:2]. (2) Given the reactants [Cl:1][C:2]1[CH:7]=[CH:6][C:5]([C:8]2[C:9]([NH:33][NH:34][C:35](=O)[CH2:36][CH3:37])=[N:10][N:11]([CH2:21][C:22]3[C:23]([CH3:32])=[N:24][C:25]([C:28]([F:31])([F:30])[F:29])=[CH:26][CH:27]=3)[C:12](=[O:20])[C:13]=2[C:14]2[CH:19]=[CH:18][N:17]=[CH:16][CH:15]=2)=[CH:4][CH:3]=1.O=P(Cl)(Cl)Cl, predict the reaction product. The product is: [Cl:1][C:2]1[CH:7]=[CH:6][C:5]([C:8]2[C:9]3[N:10]([C:35]([CH2:36][CH3:37])=[N:34][N:33]=3)[N:11]([CH2:21][C:22]3[C:23]([CH3:32])=[N:24][C:25]([C:28]([F:30])([F:31])[F:29])=[CH:26][CH:27]=3)[C:12](=[O:20])[C:13]=2[C:14]2[CH:19]=[CH:18][N:17]=[CH:16][CH:15]=2)=[CH:4][CH:3]=1. (3) Given the reactants [Cl:1][C:2]1[CH:3]=[C:4]([C:14]([OH:16])=O)[S:5][C:6]=1[C:7]1[N:11]([CH3:12])[N:10]=[CH:9][C:8]=1[Cl:13].[NH2:17][C@@H:18]([CH2:31][C:32]1[CH:37]=[CH:36][CH:35]=[CH:34][C:33]=1[C:38]([F:41])([F:40])[F:39])[CH2:19][N:20]1[C:28](=[O:29])[C:27]2[C:22](=[CH:23][CH:24]=[CH:25][CH:26]=2)[C:21]1=[O:30].C(N(C(C)C)CC)(C)C.C1CN([P+](Br)(N2CCCC2)N2CCCC2)CC1.F[P-](F)(F)(F)(F)F, predict the reaction product. The product is: [Cl:1][C:2]1[CH:3]=[C:4]([C:14]([NH:17][C@@H:18]([CH2:31][C:32]2[CH:37]=[CH:36][CH:35]=[CH:34][C:33]=2[C:38]([F:41])([F:39])[F:40])[CH2:19][N:20]2[C:28](=[O:29])[C:27]3[C:22](=[CH:23][CH:24]=[CH:25][CH:26]=3)[C:21]2=[O:30])=[O:16])[S:5][C:6]=1[C:7]1[N:11]([CH3:12])[N:10]=[CH:9][C:8]=1[Cl:13]. (4) Given the reactants [N:1]1[CH:2]=[CH:3][N:4]2[CH:9]=[CH:8][C:7]([CH2:10][OH:11])=[CH:6][C:5]=12.CC(OI1(OC(C)=O)(OC(C)=O)OC(=O)C2C1=CC=CC=2)=O.[OH-].[Na+], predict the reaction product. The product is: [N:1]1[CH:2]=[CH:3][N:4]2[CH:9]=[CH:8][C:7]([CH:10]=[O:11])=[CH:6][C:5]=12. (5) Given the reactants Cl[C:2]1[C:3]2[N:4]([C:15]([C:18]3[CH:23]=[CH:22][CH:21]=[CH:20][N:19]=3)=[N:16][N:17]=2)[CH:5]=[C:6]([C:8]([O:10][C:11]([CH3:14])([CH3:13])[CH3:12])=[O:9])[CH:7]=1.[F:24][C:25]1[CH:30]=[CH:29][C:28](B(O)O)=[CH:27][CH:26]=1.C1(P(C2CCCCC2)C2C=CC=CC=2C2C(C(C)C)=CC(C(C)C)=CC=2C(C)C)CCCCC1.[O-]P([O-])([O-])=O.[K+].[K+].[K+], predict the reaction product. The product is: [F:24][C:25]1[CH:30]=[CH:29][C:28]([C:2]2[C:3]3[N:4]([C:15]([C:18]4[CH:23]=[CH:22][CH:21]=[CH:20][N:19]=4)=[N:16][N:17]=3)[CH:5]=[C:6]([C:8]([O:10][C:11]([CH3:14])([CH3:13])[CH3:12])=[O:9])[CH:7]=2)=[CH:27][CH:26]=1. (6) Given the reactants [CH2:1]([O:3][C:4]([C:6]1([CH2:25][C:26]2[CH:31]=[CH:30][CH:29]=[CH:28][CH:27]=2)[CH2:11][CH2:10][N:9]([CH2:12]CNC(OCC2C=CC=CC=2)=O)[CH2:8][CH2:7]1)=[O:5])[CH3:2], predict the reaction product. The product is: [CH2:1]([O:3][C:4]([C:6]1([CH2:25][C:26]2[CH:31]=[CH:30][CH:29]=[CH:28][CH:27]=2)[CH2:7][CH2:8][N:9]([CH2:12][C:26]2[CH:31]=[CH:30][CH:29]=[CH:28][CH:27]=2)[CH2:10][CH2:11]1)=[O:5])[CH3:2]. (7) The product is: [CH3:1][C:2]1[O:6][C:5]([C:7]2[CH:12]=[CH:11][CH:10]=[CH:9][CH:8]=2)=[N:4][C:3]=1[CH2:13][CH2:14][O:15][CH2:21][CH2:20][CH2:19][CH2:18][CH2:17][Br:16]. Given the reactants [CH3:1][C:2]1[O:6][C:5]([C:7]2[CH:12]=[CH:11][CH:10]=[CH:9][CH:8]=2)=[N:4][C:3]=1[CH2:13][CH2:14][OH:15].[Br:16][CH2:17][CH2:18][CH2:19][CH2:20][CH2:21]Br.[OH-].[Na+].[Br-].C([NH+](CCCC)CCCC)CCC, predict the reaction product. (8) Given the reactants [F:1][C:2]([F:23])([F:22])[C:3]1[C:12]([C:13]([O:15]CC)=[O:14])=[CH:11][C:10]2[C:5](=[N:6][C:7]([C:18]([F:21])([F:20])[F:19])=[CH:8][CH:9]=2)[N:4]=1.O.O.[OH-].[Li+].Cl, predict the reaction product. The product is: [F:23][C:2]([F:1])([F:22])[C:3]1[C:12]([C:13]([OH:15])=[O:14])=[CH:11][C:10]2[C:5](=[N:6][C:7]([C:18]([F:20])([F:21])[F:19])=[CH:8][CH:9]=2)[N:4]=1.